Binary Classification. Given a drug SMILES string, predict its activity (active/inactive) in a high-throughput screening assay against a specified biological target. From a dataset of Orexin1 receptor HTS with 218,158 compounds and 233 confirmed actives. (1) The molecule is s1c(C(N(Cc2ccc(F)cc2)C(=O)c2nnsc2)C(=O)NC(C)(C)C)ccc1. The result is 0 (inactive). (2) The result is 0 (inactive). The molecule is O=C1N=C2N(C1(C(C)C)C)C(=O)c1c2cccc1.